From a dataset of Catalyst prediction with 721,799 reactions and 888 catalyst types from USPTO. Predict which catalyst facilitates the given reaction. (1) Reactant: NN.O=[C:4]1[C:12]2C(=CC=CC=2)C(=O)[N:5]1[O:14][CH2:15][C:16]1[N:17]([CH2:30][CH2:31][CH2:32][CH2:33][NH:34][C:35](=[O:42])[C:36]2[CH:41]=[CH:40][CH:39]=[CH:38][CH:37]=2)[C:18]2[C:23]([CH3:24])=[C:22]([CH3:25])[N:21]3[N:26]=[N:27][N:28]=[C:20]3[C:19]=2[N:29]=1. Product: [CH:4](=[N:5][O:14][CH2:15][C:16]1[N:17]([CH2:30][CH2:31][CH2:32][CH2:33][NH:34][C:35](=[O:42])[C:36]2[CH:41]=[CH:40][CH:39]=[CH:38][CH:37]=2)[C:18]2[C:23]([CH3:24])=[C:22]([CH3:25])[N:21]3[N:26]=[N:27][N:28]=[C:20]3[C:19]=2[N:29]=1)[CH3:12]. The catalyst class is: 8. (2) Reactant: [C:1]([O:5][C:6]([N:8]1[CH2:13][CH2:12][N:11]([C:14]2[CH:19]=[CH:18][C:17]([C:20](OC)=[O:21])=[CH:16][C:15]=2[CH3:24])[CH2:10][CH2:9]1)=[O:7])([CH3:4])([CH3:3])[CH3:2].[H-].C([Al+]CC(C)C)C(C)C.CO.[C@H](O)(C([O-])=O)[C@@H](O)C([O-])=O.[Na+].[K+]. Product: [C:1]([O:5][C:6]([N:8]1[CH2:9][CH2:10][N:11]([C:14]2[CH:19]=[CH:18][C:17]([CH2:20][OH:21])=[CH:16][C:15]=2[CH3:24])[CH2:12][CH2:13]1)=[O:7])([CH3:4])([CH3:3])[CH3:2]. The catalyst class is: 27. (3) Reactant: [CH2:1]1[CH:5]2[CH:6]3[CH:10]=[CH:9][CH:8]([CH:4]2[CH:3]=C1)[CH2:7]3.[C:11]([O-:14])([O-])=O.C([O-])([O-])=[O:16].OO.OO.OO.[Na+].[Na+].[Na+].[Na+].C(OC(=O)C)(=O)C. Product: [CH2:7]1[CH:6]2[CH:10]3[O:16][CH:9]3[CH:8]1[CH:4]1[CH:5]2[CH:1]2[O:14][CH:11]2[CH2:3]1. The catalyst class is: 11. (4) Reactant: [C:1]([C:5]1[CH:10]=[C:9]([C:11]([F:14])([F:13])[F:12])[C:8]([N+:15]([O-])=O)=[CH:7][C:6]=1[O:18]CC1C=CC=CC=1)([CH3:4])([CH3:3])[CH3:2].C([O-])=O.[NH4+]. Product: [NH2:15][C:8]1[C:9]([C:11]([F:12])([F:13])[F:14])=[CH:10][C:5]([C:1]([CH3:2])([CH3:3])[CH3:4])=[C:6]([OH:18])[CH:7]=1. The catalyst class is: 50. (5) Reactant: [F:1][C:2]1[CH:7]=[CH:6][C:5]([F:8])=[CH:4][C:3]=1[S:9]([N:12]([C:16]1[CH:21]=[CH:20][CH:19]=[C:18]([C:22]2[C:26](B3OC(C)(C)C(C)(C)O3)=[CH:25][N:24]([CH:36]3[CH2:41][CH2:40][O:39][CH2:38][CH2:37]3)[N:23]=2)[C:17]=1[F:42])[CH2:13][O:14][CH3:15])(=[O:11])=[O:10].Br[C:44]1[CH:49]=[CH:48][N:47]=[C:46]([C:50]#[N:51])[CH:45]=1.C(=O)([O-])[O-].[Cs+].[Cs+]. Product: [C:50]([C:46]1[CH:45]=[C:44]([C:26]2[C:22]([C:18]3[C:17]([F:42])=[C:16]([N:12]([CH2:13][O:14][CH3:15])[S:9]([C:3]4[CH:4]=[C:5]([F:8])[CH:6]=[CH:7][C:2]=4[F:1])(=[O:11])=[O:10])[CH:21]=[CH:20][CH:19]=3)=[N:23][N:24]([CH:36]3[CH2:37][CH2:38][O:39][CH2:40][CH2:41]3)[CH:25]=2)[CH:49]=[CH:48][N:47]=1)#[N:51]. The catalyst class is: 149. (6) Reactant: [C:1]1([NH2:8])[CH:6]=[CH:5][CH:4]=[CH:3][C:2]=1[NH2:7].[Br:9][C:10]1[CH:15]=[CH:14][C:13]([C:16](=O)[C:17]([C:19]2[CH:24]=[CH:23][C:22]([Br:25])=[CH:21][CH:20]=2)=O)=[CH:12][CH:11]=1. Product: [Br:9][C:10]1[CH:11]=[CH:12][C:13]([C:16]2[C:17]([C:19]3[CH:20]=[CH:21][C:22]([Br:25])=[CH:23][CH:24]=3)=[N:8][C:1]3[C:2](=[CH:3][CH:4]=[CH:5][CH:6]=3)[N:7]=2)=[CH:14][CH:15]=1. The catalyst class is: 22.